Dataset: Catalyst prediction with 721,799 reactions and 888 catalyst types from USPTO. Task: Predict which catalyst facilitates the given reaction. (1) Reactant: Br[C:2]1[CH:7]=[C:6]([Cl:8])[CH:5]=[CH:4][C:3]=1[Cl:9].CCCCCC.C([Li])CCC.[CH3:21][O:22][C:23]1[CH:31]=[C:30]2[C:26]([CH2:27][CH2:28][C:29]2=[O:32])=[CH:25][CH:24]=1.[Cl-].[NH4+]. Product: [Cl:9][C:3]1[CH:4]=[CH:5][C:6]([Cl:8])=[CH:7][C:2]=1[C:29]1([OH:32])[C:30]2[C:26](=[CH:25][CH:24]=[C:23]([O:22][CH3:21])[CH:31]=2)[CH2:27][CH2:28]1. The catalyst class is: 1. (2) Reactant: [F:1][CH:2]([F:31])[N:3]1[N:19]=[CH:18][C:17]2[NH:16][C:15](=[O:20])[C@H:14]([CH3:21])[CH:13]=[CH:12][CH2:11][C@H:10]([NH:22][C:23](=[O:29])[O:24][C:25]([CH3:28])([CH3:27])[CH3:26])[C:9]3[CH:30]=[C:5]([CH:6]=[CH:7][N:8]=3)[C:4]1=2. Product: [F:31][CH:2]([F:1])[N:3]1[N:19]=[CH:18][C:17]2[NH:16][C:15](=[O:20])[C@H:14]([CH3:21])[CH2:13][CH2:12][CH2:11][C@H:10]([NH:22][C:23](=[O:29])[O:24][C:25]([CH3:26])([CH3:27])[CH3:28])[C:9]3[CH:30]=[C:5]([CH:6]=[CH:7][N:8]=3)[C:4]1=2. The catalyst class is: 50.